The task is: Predict the reactants needed to synthesize the given product.. This data is from Full USPTO retrosynthesis dataset with 1.9M reactions from patents (1976-2016). (1) Given the product [N+:11]([C:9]1[CH:8]=[C:4]([CH:3]=[C:2]([N:25]2[CH:29]=[N:28][CH:27]=[N:26]2)[CH:10]=1)[C:5]([OH:7])=[O:6])([O-:13])=[O:12], predict the reactants needed to synthesize it. The reactants are: Br[C:2]1[CH:3]=[C:4]([CH:8]=[C:9]([N+:11]([O-:13])=[O:12])[CH:10]=1)[C:5]([OH:7])=[O:6].COC1C=C([N:25]2[CH:29]=[N:28][CH:27]=[N:26]2)C=C([N+]([O-])=O)C=1. (2) The reactants are: [F:1][C:2]([F:26])([F:25])[C:3]1[CH:24]=[CH:23][CH:22]=[CH:21][C:4]=1[O:5][CH:6]1[CH2:11][CH2:10][N:9]([C:12]2[N:17]=[N:16][C:15]([C:18](O)=O)=[CH:14][CH:13]=2)[CH2:8][CH2:7]1.C(Cl)(=O)C(Cl)=O.[NH2:33][C:34]1[CH:39]=[CH:38][CH:37]=[CH:36][C:35]=1[SH:40]. Given the product [F:1][C:2]([F:26])([F:25])[C:3]1[CH:24]=[CH:23][CH:22]=[CH:21][C:4]=1[O:5][CH:6]1[CH2:11][CH2:10][N:9]([C:12]2[N:17]=[N:16][C:15]([C:18]3[S:40][C:35]4[CH:36]=[CH:37][CH:38]=[CH:39][C:34]=4[N:33]=3)=[CH:14][CH:13]=2)[CH2:8][CH2:7]1, predict the reactants needed to synthesize it.